From a dataset of Reaction yield outcomes from USPTO patents with 853,638 reactions. Predict the reaction yield, written as a fraction of the theoretical maximum amount of product (1.0 means a 100% yield; for example, 0.34 means a 34% yield). (1) The reactants are [C:1]([O:5][C:6]([NH:8][CH:9]1[C:17]2[C:12](=[CH:13][C:14](/[CH:18]=[CH:19]/[C:20](O)=[O:21])=[CH:15][CH:16]=2)[CH2:11][CH2:10]1)=[O:7])([CH3:4])([CH3:3])[CH3:2].[F:23][C:24]([F:38])([F:37])[CH:25]([C:27]1[CH:32]=[CH:31][CH:30]=[C:29]([C:33]([F:36])([F:35])[F:34])[CH:28]=1)[NH2:26].[Cl-].COC1N=C(OC)N=C([N+]2(C)CCOCC2)N=1. The catalyst is CN(C=O)C.C(OCC)(=O)C. The product is [O:21]=[C:20]([NH:26][CH:25]([C:27]1[CH:32]=[CH:31][CH:30]=[C:29]([C:33]([F:34])([F:35])[F:36])[CH:28]=1)[C:24]([F:38])([F:37])[F:23])/[CH:19]=[CH:18]/[C:14]1[CH:13]=[C:12]2[C:17](=[CH:16][CH:15]=1)[CH:9]([NH:8][C:6](=[O:7])[O:5][C:1]([CH3:2])([CH3:3])[CH3:4])[CH2:10][CH2:11]2. The yield is 0.870. (2) The reactants are [CH3:1][C:2]1[C:6]2[C:7](=[O:11])[CH2:8][CH2:9][CH2:10][C:5]=2[S:4][CH:3]=1.C1C(=O)N([Br:19])C(=O)C1.O. The catalyst is C(Cl)Cl. The product is [Br:19][C:3]1[S:4][C:5]2[CH2:10][CH2:9][CH2:8][C:7](=[O:11])[C:6]=2[C:2]=1[CH3:1]. The yield is 0.930. (3) The product is [CH3:6][N:7]([CH2:8][C:9]1[N:10]([CH3:18])[C:11]2[C:16]([CH:17]=1)=[CH:15][CH:14]=[CH:13][CH:12]=2)[C:1](=[O:4])[CH:2]=[CH2:3]. The yield is 0.760. The reactants are [C:1](Cl)(=[O:4])[CH:2]=[CH2:3].[CH3:6][NH:7][CH2:8][C:9]1[N:10]([CH3:18])[C:11]2[C:16]([CH:17]=1)=[CH:15][CH:14]=[CH:13][CH:12]=2.C(N(CC)CC)C. The catalyst is C(Cl)Cl.